This data is from Forward reaction prediction with 1.9M reactions from USPTO patents (1976-2016). The task is: Predict the product of the given reaction. (1) Given the reactants C([O-])(=O)C.[Na+].[O:6]1[CH:10]=[CH:9][CH:8]=[C:7]1[C:11]1[CH:20]=[C:19]2[C:14]([C:15](=O)[CH:16]([CH3:21])[CH2:17][O:18]2)=[CH:13][CH:12]=1.Cl.[NH2:24][OH:25], predict the reaction product. The product is: [O:6]1[CH:10]=[CH:9][CH:8]=[C:7]1[C:11]1[CH:20]=[C:19]2[C:14]([C:15](=[N:24][OH:25])[CH:16]([CH3:21])[CH2:17][O:18]2)=[CH:13][CH:12]=1. (2) The product is: [CH2:17]([NH:16][C:14](=[O:15])[NH:13][C:6]1[N:7]=[CH:8][C:9]2[C:4]([CH:5]=1)=[CH:3][C:2]([NH:1][CH2:19][C:21]1[CH:31]=[CH:30][C:24]([O:25][CH2:26][C:27]([NH2:29])=[O:28])=[CH:23][CH:22]=1)=[CH:11][C:10]=2[CH3:12])[CH3:18]. Given the reactants [NH2:1][C:2]1[CH:3]=[C:4]2[C:9](=[C:10]([CH3:12])[CH:11]=1)[CH:8]=[N:7][C:6]([NH:13][C:14]([NH:16][CH2:17][CH3:18])=[O:15])=[CH:5]2.[CH:19]([C:21]1[CH:31]=[CH:30][C:24]([O:25][CH2:26][C:27]([NH2:29])=[O:28])=[CH:23][CH:22]=1)=O, predict the reaction product.